From a dataset of Full USPTO retrosynthesis dataset with 1.9M reactions from patents (1976-2016). Predict the reactants needed to synthesize the given product. (1) Given the product [OH:21][C:5]([C:17]([F:18])([F:19])[F:20])([CH2:6]/[C:7](/[C:11]1[CH:16]=[CH:15][CH:14]=[CH:13][CH:12]=1)=[CH:8]\[CH2:9][CH3:10])[CH:4]=[O:3], predict the reactants needed to synthesize it. The reactants are: C([O:3][C:4](=O)[C:5]([OH:21])([C:17]([F:20])([F:19])[F:18])[CH2:6]/[C:7](/[C:11]1[CH:16]=[CH:15][CH:14]=[CH:13][CH:12]=1)=[CH:8]\[CH2:9][CH3:10])C.[H-].[Al+3].[Li+].[H-].[H-].[H-].[Cl-].[NH4+]. (2) Given the product [Br:8][C:9]1[CH:17]=[CH:16][C:12]([C:13]([NH:7][CH:4]2[CH2:5][CH2:6][O:1][CH2:2][CH2:3]2)=[O:14])=[C:11]([CH3:18])[CH:10]=1, predict the reactants needed to synthesize it. The reactants are: [O:1]1[CH2:6][CH2:5][CH:4]([NH2:7])[CH2:3][CH2:2]1.[Br:8][C:9]1[CH:17]=[CH:16][C:12]([C:13](O)=[O:14])=[C:11]([CH3:18])[CH:10]=1. (3) Given the product [Br:11][C:10]1[CH:9]=[CH:8][CH:7]=[C:3]2[C:2]=1[N:1]=[C:20]([CH:17]1[CH2:18][CH2:19][CH:14]([N:13]([CH3:23])[CH3:12])[CH2:15][CH2:16]1)[NH:6][C:4]2=[O:5], predict the reactants needed to synthesize it. The reactants are: [NH2:1][C:2]1[C:10]([Br:11])=[CH:9][CH:8]=[CH:7][C:3]=1[C:4]([NH2:6])=[O:5].[CH3:12][N:13]([CH3:23])[CH:14]1[CH2:19][CH2:18][CH:17]([C:20](Cl)=O)[CH2:16][CH2:15]1. (4) Given the product [C:1]1([S:9]([O-:12])(=[O:10])=[O:11])([CH3:8])[CH:6]=[CH:5][CH:4]=[CH:3][CH:2]1[CH3:7].[CH2:15]([N+:17]1[CH:21]=[CH:20][N:19]([CH3:22])[CH:18]=1)[CH3:16], predict the reactants needed to synthesize it. The reactants are: [C:1]1([S:9]([O-:12])(=[O:11])=[O:10])([CH3:8])[CH:6]=[CH:5][CH:4]=[CH:3][CH:2]1[CH3:7].[Na+].[Br-].[CH2:15]([N+:17]1[CH:21]=[CH:20][N:19]([CH3:22])[CH:18]=1)[CH3:16]. (5) Given the product [Cl:1][C:2]1[CH:3]=[C:4]([C:12]2[N:16]=[C:15]([C:17]3[CH:24]=[CH:23][C:22]([NH:26][C@H:27]4[CH2:31][CH2:30][C@@H:29]([C:32]([OH:34])=[O:33])[CH2:28]4)=[CH:21][C:18]=3[C:19]#[N:20])[O:14][N:13]=2)[CH:5]=[CH:6][C:7]=1[O:8][CH:9]([CH3:11])[CH3:10], predict the reactants needed to synthesize it. The reactants are: [Cl:1][C:2]1[CH:3]=[C:4]([C:12]2[N:16]=[C:15]([C:17]3[CH:24]=[CH:23][C:22](F)=[CH:21][C:18]=3[C:19]#[N:20])[O:14][N:13]=2)[CH:5]=[CH:6][C:7]=1[O:8][CH:9]([CH3:11])[CH3:10].[NH2:26][C@H:27]1[CH2:31][CH2:30][C@@H:29]([C:32]([OH:34])=[O:33])[CH2:28]1.